This data is from Forward reaction prediction with 1.9M reactions from USPTO patents (1976-2016). The task is: Predict the product of the given reaction. (1) Given the reactants [C:1]([NH:24][C@@H](C)C(O)=O)(=[O:23])[CH2:2][CH2:3]/[CH:4]=[CH:5]\[CH2:6]/[CH:7]=[CH:8]\[CH2:9]/[CH:10]=[CH:11]\[CH2:12]/[CH:13]=[CH:14]\[CH2:15]/[CH:16]=[CH:17]\[CH2:18]/[CH:19]=[CH:20]\CC.CN(C(ON1N=NC2C=CC=NC1=2)=[N+](C)C)C.F[P-](F)(F)(F)(F)F.CCN(C(C)C)C(C)C, predict the reaction product. The product is: [C:1]([NH2:24])(=[O:23])[CH2:2][CH2:3][CH2:4][CH:5]=[CH:6][CH2:7][CH:8]=[CH:9][CH2:10][CH:11]=[CH:12][CH2:13][CH:14]=[CH:15][CH2:16][CH:17]=[CH:18][CH2:19][CH3:20]. (2) Given the reactants [CH3:1][O:2][C:3]([C:5]1[O:6][C:7]2[CH:13]=[CH:12][C:11]([OH:14])=[CH:10][C:8]=2[CH:9]=1)=[O:4].[H-].[Na+].[CH3:17][N:18]([CH3:22])[C:19](Cl)=[S:20], predict the reaction product. The product is: [CH3:1][O:2][C:3]([C:5]1[O:6][C:7]2[CH:13]=[CH:12][C:11]([O:14][C:19](=[S:20])[N:18]([CH3:22])[CH3:17])=[CH:10][C:8]=2[CH:9]=1)=[O:4]. (3) Given the reactants Cl[C:2]1[CH:11]=[N:10][C:9]2[C:8]([C:12]([O:14][CH3:15])=[O:13])=[C:7]([O:16][CH3:17])[CH:6]=[CH:5][C:4]=2[N:3]=1.[NH:18]1[CH2:23][CH2:22][CH2:21][CH2:20][CH2:19]1.C(=O)(O)[O-].[Na+], predict the reaction product. The product is: [CH3:17][O:16][C:7]1[CH:6]=[CH:5][C:4]2[N:3]=[C:2]([N:18]3[CH2:23][CH2:22][CH2:21][CH2:20][CH2:19]3)[CH:11]=[N:10][C:9]=2[C:8]=1[C:12]([O:14][CH3:15])=[O:13]. (4) Given the reactants [Cl:1][C:2]1[CH:3]=[C:4]2[C:8](=[CH:9][CH:10]=1)[N:7]([CH2:11][CH2:12][CH2:13][S:14]([CH3:17])(=[O:16])=[O:15])[C:6]([CH2:18][OH:19])=[CH:5]2, predict the reaction product. The product is: [CH3:13][S:14]([O:19][CH2:18][C:6]1[N:7]([CH2:11][CH2:12][CH2:13][S:14]([CH3:17])(=[O:16])=[O:15])[C:8]2[C:4]([CH:5]=1)=[CH:3][C:2]([Cl:1])=[CH:10][CH:9]=2)(=[O:16])=[O:15]. (5) Given the reactants [O:1]1[CH:5]=[CH:4][CH:3]=[C:2]1[C@H:6]([NH:8][S@](C(C)(C)C)=O)[CH3:7].[ClH:15], predict the reaction product. The product is: [ClH:15].[O:1]1[CH:5]=[CH:4][CH:3]=[C:2]1[C@H:6]([NH2:8])[CH3:7]. (6) The product is: [CH:32]([NH:35][CH2:2][CH2:3][O:4][C:5]1[CH:6]=[CH:7][C:8]([C:21]2[NH:30][C:29](=[O:31])[C:28]3[C:23](=[CH:24][CH:25]=[CH:26][CH:27]=3)[N:22]=2)=[N:9][C:10]=1[C:11]1[CH:16]=[CH:15][C:14]([S:17]([CH3:20])(=[O:19])=[O:18])=[CH:13][CH:12]=1)([CH3:34])[CH3:33]. Given the reactants Br[CH2:2][CH2:3][O:4][C:5]1[CH:6]=[CH:7][C:8]([C:21]2[NH:30][C:29](=[O:31])[C:28]3[C:23](=[CH:24][CH:25]=[CH:26][CH:27]=3)[N:22]=2)=[N:9][C:10]=1[C:11]1[CH:16]=[CH:15][C:14]([S:17]([CH3:20])(=[O:19])=[O:18])=[CH:13][CH:12]=1.[CH:32]([NH2:35])([CH3:34])[CH3:33], predict the reaction product. (7) Given the reactants C[N:2](C)/[CH:3]=[CH:4]/[C:5]([C:7]1[C:12](=[O:13])[CH:11]=[CH:10][N:9]([C:14]2[CH:19]=[CH:18][CH:17]=[CH:16][CH:15]=2)[N:8]=1)=O.[Br:21][C:22]1[CH:23]=[C:24]([NH:28]N)[CH:25]=[CH:26][CH:27]=1, predict the reaction product. The product is: [Br:21][C:22]1[CH:23]=[C:24]([N:28]2[C:5]([C:7]3[C:12](=[O:13])[CH:11]=[CH:10][N:9]([C:14]4[CH:19]=[CH:18][CH:17]=[CH:16][CH:15]=4)[N:8]=3)=[CH:4][CH:3]=[N:2]2)[CH:25]=[CH:26][CH:27]=1.